From a dataset of Full USPTO retrosynthesis dataset with 1.9M reactions from patents (1976-2016). Predict the reactants needed to synthesize the given product. Given the product [CH2:20]([C:3]1([CH2:1][CH3:2])[CH2:8][CH2:7][C:6]([C:9]2[CH:14]=[CH:13][C:12]([O:15][CH3:16])=[CH:11][C:10]=2[NH2:17])=[CH:5][CH2:4]1)[CH3:21], predict the reactants needed to synthesize it. The reactants are: [CH2:1]([C:3]1([CH2:20][CH3:21])[CH2:8][CH2:7][C:6]([C:9]2[CH:14]=[CH:13][C:12]([O:15][CH3:16])=[CH:11][C:10]=2[N+:17]([O-])=O)=[CH:5][CH2:4]1)[CH3:2].[Cl-].[NH4+].